From a dataset of Forward reaction prediction with 1.9M reactions from USPTO patents (1976-2016). Predict the product of the given reaction. (1) Given the reactants C([O:5][C:6]([NH:8][C@H:9]([CH2:14][C:15]([N:17]1[CH2:22][CH2:21][C:20](=[C:23]2[C:29]3[CH:30]=CC=C[C:28]=3[CH:27]=[CH:26][C:25]3[CH:34]=[CH:35][CH:36]=[CH:37][C:24]2=3)[CH2:19][CH2:18]1)=[O:16])[C:10](OC)=[O:11])=O)(C)(C)C, predict the reaction product. The product is: [CH:10]1[C:28]2[CH2:27][CH2:26][C:25]3[CH:34]=[CH:35][CH:36]=[CH:37][C:24]=3[C:23](=[C:20]3[CH2:19][CH2:18][N:17]([C:15](=[O:16])[CH2:14][C@@H:9]([NH:8][C:6](=[O:5])[C:20]([CH3:23])([CH3:21])[CH3:19])[CH2:10][OH:11])[CH2:22][CH2:21]3)[C:29]=2[CH:30]=[CH:14][CH:9]=1. (2) Given the reactants C([Mg]Cl)(C)C.Br[C:7]1[CH:12]=[CH:11][C:10]([F:13])=[CH:9][N:8]=1.[CH3:14][C:15]1[C:19]([C:20]2[CH:21]=[C:22]([CH:39]([C:41]3[CH:46]=[CH:45][C:44]([F:47])=[CH:43][N:42]=3)[OH:40])[C:23]3[N:27]=[C:26]([O:28]CC)[N:25](C(OC(C)(C)C)=O)[C:24]=3[CH:38]=2)=[C:18]([CH3:48])[O:17][N:16]=1.Cl, predict the reaction product. The product is: [F:13][C:10]1[CH:11]=[CH:12][C:7]([C:39]([C:41]2[CH:46]=[CH:45][C:44]([F:47])=[CH:43][N:42]=2)([OH:40])[C:22]2[C:23]3[NH:27][C:26](=[O:28])[NH:25][C:24]=3[CH:38]=[C:20]([C:19]3[C:15]([CH3:14])=[N:16][O:17][C:18]=3[CH3:48])[CH:21]=2)=[N:8][CH:9]=1. (3) Given the reactants [F:1][CH:2]([F:24])[C:3]1[NH:4][C:5]([CH3:23])=[C:6]([C:21]#[N:22])[CH:7]([C:11]2[CH:12]=[C:13]3[C:17](=[CH:18][CH:19]=2)[NH:16][N:15]=[C:14]3[CH3:20])[C:8]=1[C:9]#[N:10].C(=O)([O-])O.[OH:29][CH2:30][CH2:31][N+:32]([CH3:35])([CH3:34])[CH3:33], predict the reaction product. The product is: [C:21]([C:6]1[CH:7]([C:11]2[CH:12]=[C:13]3[C:17](=[CH:18][CH:19]=2)[NH:16][N:15]=[C:14]3[CH3:20])[C:8]([C:9]#[N:10])=[C:3]([CH:2]([F:1])[F:24])[N-:4][C:5]=1[CH3:23])#[N:22].[OH:29][CH2:30][CH2:31][N+:32]([CH3:35])([CH3:34])[CH3:33]. (4) Given the reactants [Br:1][C:2]1[CH:3]=[C:4]2[C:8](=[CH:9][CH:10]=1)[CH2:7][C:6]1([CH2:15][CH2:14][CH:13]([O:16][CH3:17])[CH2:12][CH2:11]1)[C:5]2=[N:18]S(C(C)(C)C)=O.Cl.CCOCC, predict the reaction product. The product is: [Br:1][C:2]1[CH:3]=[C:4]2[C:8]([CH2:7][C:6]3([CH2:15][CH2:14][CH:13]([O:16][CH3:17])[CH2:12][CH2:11]3)[C:5]2=[NH:18])=[CH:9][CH:10]=1.